Dataset: Catalyst prediction with 721,799 reactions and 888 catalyst types from USPTO. Task: Predict which catalyst facilitates the given reaction. (1) Reactant: [CH3:1][O:2][C:3]1([O:18][CH3:19])[CH2:8][CH2:7][C:6]([C:14](OC)=[O:15])([C:9](OCC)=[O:10])[CH2:5][CH2:4]1.[H-].[H-].[H-].[H-].[Li+].[Al+3]. Product: [CH3:19][O:18][C:3]1([O:2][CH3:1])[CH2:4][CH2:5][C:6]([CH2:9][OH:10])([CH2:14][OH:15])[CH2:7][CH2:8]1. The catalyst class is: 332. (2) Reactant: C(OC(=O)[N:10]([CH2:20][C@H:21]([NH:27][C:28](=[O:44])[CH2:29][C:30](=[O:43])[NH:31][C:32]1[CH:37]=[C:36]([C:38]([F:41])([F:40])[F:39])[CH:35]=[C:34]([NH2:42])[CH:33]=1)[C@@H:22]([OH:26])[CH2:23][CH2:24][CH3:25])[CH2:11][C:12]1[CH:17]=[CH:16][C:15]([CH3:18])=[CH:14][C:13]=1[CH3:19])C1C=CC=CC=1.C=O.[C:48](O[BH-](OC(=O)C)OC(=O)C)(=O)C.[Na+]. Product: [CH3:19][C:13]1[CH:14]=[C:15]([CH3:18])[CH:16]=[CH:17][C:12]=1[CH2:11][NH:10][CH2:20][C@H:21]([NH:27][C:28](=[O:44])[CH2:29][C:30]([NH:31][C:32]1[CH:37]=[C:36]([C:38]([F:41])([F:40])[F:39])[CH:35]=[C:34]([NH:42][CH3:48])[CH:33]=1)=[O:43])[C@@H:22]([OH:26])[CH2:23][CH2:24][CH3:25]. The catalyst class is: 26. (3) Reactant: [BH4-].[Na+].[CH:3]1[CH:4]=[CH:5][C:6]2[N:18]([C:19]([NH2:21])=[O:20])[C:17]3[CH:16]=[CH:15][CH:14]=[CH:13][C:12]=3[C:10](=[O:11])[CH2:9][C:7]=2[CH:8]=1.Cl. Product: [OH:11][CH:10]1[C:12]2[CH:13]=[CH:14][CH:15]=[CH:16][C:17]=2[N:18]([C:19]([NH2:21])=[O:20])[C:6]2[CH:5]=[CH:4][CH:3]=[CH:8][C:7]=2[CH2:9]1. The catalyst class is: 24. (4) Reactant: [F:1][C:2]1[C:7]([O:8]C)=[CH:6][CH:5]=[CH:4][C:3]=1[CH:10]([CH2:15][CH3:16])[CH2:11][C:12]([OH:14])=[O:13].CN1C(=O)CCC1.[OH-].[Na+].C(S)CCCCCCCCCCC. Product: [F:1][C:2]1[C:7]([OH:8])=[CH:6][CH:5]=[CH:4][C:3]=1[CH:10]([CH2:15][CH3:16])[CH2:11][C:12]([OH:14])=[O:13]. The catalyst class is: 818. (5) Reactant: [CH3:1][O:2][C:3](=[O:33])[C@H:4]([CH2:16][C:17]1[CH:22]=[CH:21][C:20]([C:23]2[C:28]([O:29][CH3:30])=[CH:27][CH:26]=[CH:25][C:24]=2[O:31][CH3:32])=[CH:19][CH:18]=1)[NH:5][C:6](=[O:15])[C:7]1[C:12]([Cl:13])=[CH:11][CH:10]=[CH:9][C:8]=1[Cl:14].[N+:34]([O-])([OH:36])=[O:35]. Product: [CH3:1][O:2][C:3](=[O:33])[C@H:4]([CH2:16][C:17]1[CH:22]=[CH:21][C:20]([C:23]2[C:24]([O:31][CH3:32])=[CH:25][CH:26]=[C:27]([N+:34]([O-:36])=[O:35])[C:28]=2[O:29][CH3:30])=[CH:19][CH:18]=1)[NH:5][C:6](=[O:15])[C:7]1[C:12]([Cl:13])=[CH:11][CH:10]=[CH:9][C:8]=1[Cl:14]. The catalyst class is: 49.